Dataset: Forward reaction prediction with 1.9M reactions from USPTO patents (1976-2016). Task: Predict the product of the given reaction. Given the reactants [Cl:1][C:2]1[C:3]([N:8]2[CH2:13][CH2:12][N:11]([CH2:14][CH2:15][N:16]([CH3:26])[S:17]([C:20]3[CH:25]=[CH:24][CH:23]=[CH:22][CH:21]=3)(=[O:19])=[O:18])[CH2:10][CH2:9]2)=[N:4][CH:5]=[CH:6][N:7]=1.C(=O)([O-])[O-].[K+].[K+].[OH:33][CH2:34][C:35]1[CH:40]=[CH:39][C:38](B(O)O)=[CH:37][CH:36]=1.O, predict the reaction product. The product is: [ClH:1].[OH:33][CH2:34][C:35]1[CH:40]=[CH:39][C:38]([C:2]2[C:3]([N:8]3[CH2:13][CH2:12][N:11]([CH2:14][CH2:15][N:16]([CH3:26])[S:17]([C:20]4[CH:25]=[CH:24][CH:23]=[CH:22][CH:21]=4)(=[O:19])=[O:18])[CH2:10][CH2:9]3)=[N:4][CH:5]=[CH:6][N:7]=2)=[CH:37][CH:36]=1.